The task is: Regression. Given a peptide amino acid sequence and an MHC pseudo amino acid sequence, predict their binding affinity value. This is MHC class I binding data.. This data is from Peptide-MHC class I binding affinity with 185,985 pairs from IEDB/IMGT. The peptide sequence is LFYTFAISY. The MHC is HLA-A31:01 with pseudo-sequence HLA-A31:01. The binding affinity (normalized) is 0.